From a dataset of Forward reaction prediction with 1.9M reactions from USPTO patents (1976-2016). Predict the product of the given reaction. (1) Given the reactants [CH3:1][O:2][C:3]1[CH:4]=[C:5]2[C:9](=[CH:10][C:11]=1[O:12][CH3:13])[NH:8][C:7](=[O:14])[CH2:6]2.[NH:15]1[C:23]2[C:18](=[CH:19][CH:20]=[C:21]([CH:24]=O)[CH:22]=2)[CH:17]=[N:16]1, predict the reaction product. The product is: [NH:15]1[C:23]2[C:18](=[CH:19][CH:20]=[C:21](/[CH:24]=[C:6]3/[C:7](=[O:14])[NH:8][C:9]4[C:5]/3=[CH:4][C:3]([O:2][CH3:1])=[C:11]([O:12][CH3:13])[CH:10]=4)[CH:22]=2)[CH:17]=[N:16]1. (2) Given the reactants [CH3:1][Si:2]([CH3:51])([CH3:50])[CH2:3][CH2:4][O:5][CH2:6][N:7]([CH2:42][O:43][CH2:44][CH2:45][Si:46]([CH3:49])([CH3:48])[CH3:47])[C:8]1[N:13]2[N:14]=[CH:15][C:16]([C:17]3[CH:18]=[N:19][N:20]([C:22]4[CH:27]=[CH:26][CH:25]=[CH:24][CH:23]=4)[CH:21]=3)=[C:12]2[N:11]=[C:10]([CH:28]2[CH2:33][CH2:32][C:31]([CH2:39][OH:40])([C:34]([O:36][CH2:37][CH3:38])=[O:35])[CH2:30][CH2:29]2)[C:9]=1Br.C([Sn](CCCC)(CCCC)[C:57]([O:59][CH2:60][CH3:61])=[CH2:58])CCC, predict the reaction product. The product is: [CH3:1][Si:2]([CH3:51])([CH3:50])[CH2:3][CH2:4][O:5][CH2:6][N:7]([CH2:42][O:43][CH2:44][CH2:45][Si:46]([CH3:49])([CH3:48])[CH3:47])[C:8]1[N:13]2[N:14]=[CH:15][C:16]([C:17]3[CH:18]=[N:19][N:20]([C:22]4[CH:27]=[CH:26][CH:25]=[CH:24][CH:23]=4)[CH:21]=3)=[C:12]2[N:11]=[C:10]([CH:28]2[CH2:33][CH2:32][C:31]([CH2:39][OH:40])([C:34]([O:36][CH2:37][CH3:38])=[O:35])[CH2:30][CH2:29]2)[C:9]=1[C:57]([O:59][CH2:60][CH3:61])=[CH2:58]. (3) Given the reactants Cl[C:2]1[CH:7]=[C:6]([C:8]2[CH:13]=[CH:12][N:11]=[C:10]([NH:14][CH:15]([CH3:19])[CH2:16][S:17][CH3:18])[N:9]=2)[CH:5]=[CH:4][N:3]=1.[F:20][C:21]1[CH:22]=[C:23]([CH:25]=[CH:26][CH:27]=1)[NH2:24].C1(P(C2C=CC=CC=2)C2C=CC3C(=CC=CC=3)C=2C2C3C(=CC=CC=3)C=CC=2P(C2C=CC=CC=2)C2C=CC=CC=2)C=CC=CC=1.C(=O)([O-])[O-].[Cs+].[Cs+], predict the reaction product. The product is: [F:20][C:21]1[CH:22]=[C:23]([NH:24][C:2]2[CH:7]=[C:6]([C:8]3[CH:13]=[CH:12][N:11]=[C:10]([NH:14][CH:15]([CH3:19])[CH2:16][S:17][CH3:18])[N:9]=3)[CH:5]=[CH:4][N:3]=2)[CH:25]=[CH:26][CH:27]=1. (4) Given the reactants [F:1][C:2]1[CH:7]=[CH:6][CH:5]=[C:4]([F:8])[C:3]=1[C:9]1[O:10][C:11]2[C:16]([C:17](=[O:19])[CH:18]=1)=[C:15]([O:20]C)[CH:14]=[C:13]([O:22]C)[C:12]=2[C@@H:24]1[CH2:28][CH2:27][N:26]([CH3:29])[C@H:25]1[CH2:30][OH:31].Cl.N1C=CC=CC=1, predict the reaction product. The product is: [F:1][C:2]1[CH:7]=[CH:6][CH:5]=[C:4]([F:8])[C:3]=1[C:9]1[O:10][C:11]2[C:16]([C:17](=[O:19])[CH:18]=1)=[C:15]([OH:20])[CH:14]=[C:13]([OH:22])[C:12]=2[C@@H:24]1[CH2:28][CH2:27][N:26]([CH3:29])[C@H:25]1[CH2:30][OH:31]. (5) Given the reactants Cl[C:2]1[NH:3][C:4]2[CH:10]=[CH:9][CH:8]=[CH:7][C:5]=2[N:6]=1.[NH2:11][CH:12]1[C:20]2[C:15](=[CH:16][C:17]([Cl:21])=[CH:18][CH:19]=2)[CH2:14][CH2:13]1, predict the reaction product. The product is: [N:6]1[C:5]2[CH:7]=[CH:8][CH:9]=[CH:10][C:4]=2[NH:3][C:2]=1[NH:11][CH:12]1[C:20]2[C:15](=[CH:16][C:17]([Cl:21])=[CH:18][CH:19]=2)[CH2:14][CH2:13]1. (6) Given the reactants [CH3:1][S:2]([NH:5][C:6]1[CH:7]=[C:8]([C:24]([O:26]C)=[O:25])[C:9]2[CH2:10][CH2:11][N:12]([CH:17]([CH2:21][CH2:22][CH3:23])[CH2:18][CH2:19][CH3:20])[C:13](=[O:16])[C:14]=2[CH:15]=1)(=[O:4])=[O:3].[OH-].[Na+].Cl.ClCCl, predict the reaction product. The product is: [CH3:1][S:2]([NH:5][C:6]1[CH:7]=[C:8]([C:24]([OH:26])=[O:25])[C:9]2[CH2:10][CH2:11][N:12]([CH:17]([CH2:18][CH2:19][CH3:20])[CH2:21][CH2:22][CH3:23])[C:13](=[O:16])[C:14]=2[CH:15]=1)(=[O:3])=[O:4]. (7) Given the reactants [CH:1]12[O:8][CH:5]([CH2:6][CH2:7]1)[CH2:4][N:3]([C:9]1[N:14]=[C:13]([Cl:15])[N:12]=[C:11]([NH:16][CH:17]([CH3:19])[CH3:18])[C:10]=1[N+:20]([O-])=O)[CH2:2]2.[OH2:23].NN.[CH3:26][OH:27], predict the reaction product. The product is: [CH:1]12[O:8][CH:5]([CH2:6][CH2:7]1)[CH2:4][N:3]([C:9]1[N:14]=[C:13]([Cl:15])[N:12]=[C:11]([NH:16][CH:17]([CH3:18])[CH3:19])[C:10]=1[NH2:20])[CH2:2]2.[CH3:4][N:3]([CH3:9])[CH2:2][CH2:1][C:26]([O-:27])=[O:23].